Dataset: Full USPTO retrosynthesis dataset with 1.9M reactions from patents (1976-2016). Task: Predict the reactants needed to synthesize the given product. Given the product [N:23]1([CH2:29][CH2:30][O:31][C:32]2[C:40]3[C:35](=[CH:36][C:37]([NH:41][C:20]([C:18]4[CH:17]=[CH:16][C:14]5[N:15]=[C:11]([NH:10][C:5]6[CH:6]=[CH:7][CH:8]=[CH:9][C:4]=6[CH:1]([CH3:2])[CH3:3])[NH:12][C:13]=5[CH:19]=4)=[O:22])=[CH:38][CH:39]=3)[NH:34][N:33]=2)[CH2:28][CH2:27][O:26][CH2:25][CH2:24]1, predict the reactants needed to synthesize it. The reactants are: [CH:1]([C:4]1[CH:9]=[CH:8][CH:7]=[CH:6][C:5]=1[NH:10][C:11]1[NH:12][C:13]2[CH:19]=[C:18]([C:20]([OH:22])=O)[CH:17]=[CH:16][C:14]=2[N:15]=1)([CH3:3])[CH3:2].[N:23]1([CH2:29][CH2:30][O:31][C:32]2[C:40]3[C:35](=[CH:36][C:37]([NH2:41])=[CH:38][CH:39]=3)[NH:34][N:33]=2)[CH2:28][CH2:27][O:26][CH2:25][CH2:24]1.CN(C(ON1N=NC2C=CC=CC1=2)=[N+](C)C)C.F[P-](F)(F)(F)(F)F.